This data is from Peptide-MHC class II binding affinity with 134,281 pairs from IEDB. The task is: Regression. Given a peptide amino acid sequence and an MHC pseudo amino acid sequence, predict their binding affinity value. This is MHC class II binding data. (1) The peptide sequence is VSATLEQDKCVTVMA. The MHC is DRB1_0802 with pseudo-sequence DRB1_0802. The binding affinity (normalized) is 0. (2) The peptide sequence is EGTNIYNNNEAFKVE. The MHC is DRB1_1302 with pseudo-sequence DRB1_1302. The binding affinity (normalized) is 0.868. (3) The binding affinity (normalized) is 0.126. The MHC is DRB1_0401 with pseudo-sequence DRB1_0401. The peptide sequence is MKEGRYEVRAELPGV. (4) The peptide sequence is LVGPTPINIIGRNLLTQIGC. The MHC is HLA-DPA10201-DPB10501 with pseudo-sequence HLA-DPA10201-DPB10501. The binding affinity (normalized) is 0.